This data is from Experimentally validated miRNA-target interactions with 360,000+ pairs, plus equal number of negative samples. The task is: Binary Classification. Given a miRNA mature sequence and a target amino acid sequence, predict their likelihood of interaction. (1) The miRNA is hsa-miR-1-3p with sequence UGGAAUGUAAAGAAGUAUGUAU. The protein sequence of the target gene is MPWLLSAPKLVPAVANVRGLSGCMLCSQRRYSLQPVPERRIPNRYLGQPSPFTHPHLLRPGEVTPGLSQVEYALRRHKLMSLIQKEAQGQSGTDQTVVVLSNPTYYMSNDIPYTFHQDNNFLYLCGFQEPDSILVLQSLPGKQLPSHKAILFVPRRDPSRELWDGPRSGTDGAIALTGVDEAYTLEEFQHLLPKMKAETNMVWYDWMRPSHAQLHSDYMQPLTEAKAKSKNKVRGVQQLIQRLRLIKSPAEIERMQIAGKLTSQAFIETMFTSKAPVEEAFLYAKFEFECRARGADILAY.... Result: 1 (interaction). (2) The miRNA is hsa-miR-1279 with sequence UCAUAUUGCUUCUUUCU. The protein sequence of the target gene is MRGLGTCLATLAGLLLTAAGETFSGGCLFDEPYSTCGYSQSEGDDFNWEQVNTLTKPTSDPWMPSGSFMLVNASGRPEGQRAHLLLPQLKENDTHCIDFHYFVSSKSNSPPGLLNVYVKVNNGPLGNPIWNISGDPTRTWNRAELAISTFWPNFYQVIFEVITSGHQGYLAIDEVKVLGHPCTRTPHFLRIQNVEVNAGQFATFQCSAIGRTVAGDRLWLQGIDVRDAPLKEIKVTSSRRFIASFNVVNTTKRDAGKYRCMIRTEGGVGISNYAELVVKEPPVPIAPPQLASVGATYLWI.... Result: 1 (interaction). (3) The miRNA is hsa-miR-3156-5p with sequence AAAGAUCUGGAAGUGGGAGACA. The protein sequence of the target gene is MASEDNRVPSPPPTGDDGGGGGREETPTEGGALSLKPGLPIRGIRMKFAVLTGLVEVGEVSNRDIVETVFNLLVGGQFDLEMNFIIQEGESINCMVDLLEKCDITCQAEVWSMFTAILKKSIRNLQVCTEVGLVEKVLGKIEKVDNMIADLLVDMLGVLASYNLTVRELKLFFSKLQGDKGRWPPHAGKLLSVLKHMPQKYGPDAFFNFPGKSAAAIALPPIAKWPYQNGFTFHTWLRMDPVNNINVDKDKPYLYCFRTSKGLGYSAHFVGGCLIVTSIKSKGKGFQHCVKFDFKPQKWY.... Result: 0 (no interaction). (4) The miRNA is hsa-miR-4789-5p with sequence GUAUACACCUGAUAUGUGUAUG. The protein sequence of the target gene is MAAAELTAPAQGIVTFEDVAVYFSWKEWGLLDEAQKCLYHDVMLENLTLTTSLGGSGAGDEEAPYQQSTSPQRVSQVRIPKALPSPQKTNPCEICGPVLRQILHLVEHQGTHHGQKLYTDGACRKQLQFTAYLHQHQKQHVGQKHFRSNGGRDMFLSSCTFEVSGKPFTCKEVGKDFLVRSRFLQQQAAHTRKKSNRTKSAVAFHSVKNHYNWGECVKAFSYKHVRVQHQGDLIRERSYMCSECGKSFSTSCSLSDHLRVHTSEKPYTCGECGKSYRQSSSLITHRRIHTGVRPHQCDEC.... Result: 1 (interaction). (5) The miRNA is hsa-miR-5681a with sequence AGAAAGGGUGGCAAUACCUCUU. The protein sequence of the target gene is MELCRSLALLGGSLGLMFCLIALSTDFWFEAVGPTHSAHSGLWPTGHGDIISGYIHVTQTFSIMAVLWALVSVSFLVLSCFPSLFPPGHGPLVSTTAAFAAAISMVVAMAVYTSERWDQPPHPQIQTFFSWSFYLGWVSAILLLCTGALSLGAHCGGPRPGYETL. Result: 0 (no interaction). (6) The miRNA is mmu-miR-491-5p with sequence AGUGGGGAACCCUUCCAUGAGG. The protein sequence of the target gene is MEDAPERTPSSSESTQPPGLAREPEVVSPGDSEGCARPLDTVPKKLCGYLSKFGGKGPIKGWKCRWFFYDERKCHLYYSRTAQDANPLDSIDLSSAVFDCKADAEEEGTFEIKTPSRVITLKAATKQAMLYWLQQLQMKRWEFHNSPPALPATPAAALAENGPTLHLKLEQEEAELEEFLCPVKTPTGLVGAAAALQPVPAVPSALQNISLKHLGTEIQNTMHNIRGNKQAQAAAHGPLVEDSPQGGEPQSGEQPSISDPSLPEKEPEDPAKSAPRSSVPSGPTQKPKRQSNTFPFFSDG.... Result: 1 (interaction).